Predict the reactants needed to synthesize the given product. From a dataset of Full USPTO retrosynthesis dataset with 1.9M reactions from patents (1976-2016). (1) Given the product [Br:14][C:4]1[C:3]([N+:9]([O-:11])=[O:10])=[C:2]([CH3:1])[CH:7]=[CH:6][N:5]=1, predict the reactants needed to synthesize it. The reactants are: [CH3:1][C:2]1[CH:7]=[CH:6][NH:5][C:4](=O)[C:3]=1[N+:9]([O-:11])=[O:10].P(Br)(Br)([Br:14])=O.C(=O)([O-])[O-].[K+].[K+]. (2) Given the product [C:3]([O:7][C:8]([N:10]1[CH2:14][C@H:13]([O:15][CH2:19][CH3:20])[CH2:12][C@H:11]1[C:16]([OH:18])=[O:17])=[O:9])([CH3:6])([CH3:4])[CH3:5], predict the reactants needed to synthesize it. The reactants are: [H-].[Na+].[C:3]([O:7][C:8]([N:10]1[CH2:14][C@H:13]([OH:15])[CH2:12][C@H:11]1[C:16]([OH:18])=[O:17])=[O:9])([CH3:6])([CH3:5])[CH3:4].[CH2:19](I)[CH3:20]. (3) Given the product [Br:13][C:14]1[CH:19]=[CH:18][C:17]([C:20]([F:21])([F:22])[F:23])=[CH:16][C:15]=1[I:24].[Br:1][C:2]1[CH:7]=[CH:6][C:5]([C:8]([F:11])([F:10])[F:9])=[CH:4][C:3]=1[C:20]([P:25](=[O:32])([O:29][CH2:30][CH3:31])[O:26][CH2:27][CH3:28])([F:22])[F:23], predict the reactants needed to synthesize it. The reactants are: [Br:1][C:2]1[CH:7]=[CH:6][C:5]([C:8]([F:11])([F:10])[F:9])=[CH:4][C:3]=1N.[Br:13][C:14]1[CH:19]=[CH:18][C:17]([C:20]([F:23])([F:22])[F:21])=[CH:16][C:15]=1[I:24].[PH:25](=[O:32])([O:29][CH2:30][CH3:31])[O:26][CH2:27][CH3:28]. (4) Given the product [CH3:19][O:20][C:21]1[CH:26]=[CH:25][C:24]([C:2]2[CH:3]=[C:4]([N:8]3[CH2:16][CH:15]4[CH2:17][N:11]5[CH2:12][CH:13]([CH2:18][CH:9]3[CH2:10]5)[CH2:14]4)[CH:5]=[N:6][CH:7]=2)=[CH:23][CH:22]=1, predict the reactants needed to synthesize it. The reactants are: Br[C:2]1[CH:3]=[C:4]([N:8]2[CH2:16][CH:15]3[CH2:17][N:11]4[CH2:12][CH:13]([CH2:18][CH:9]2[CH2:10]4)[CH2:14]3)[CH:5]=[N:6][CH:7]=1.[CH3:19][O:20][C:21]1[CH:26]=[CH:25][C:24](B(O)O)=[CH:23][CH:22]=1. (5) Given the product [CH2:5]([O:12][C:13]1[CH:14]=[CH:15][C:16]([C:19]2[N:23]([CH:24]3[CH2:25][CH2:26][CH2:27][CH2:28][CH2:29]3)[C:22]3[CH:30]=[CH:31][C:32]([C:34]4[NH:35][S:1](=[O:2])[O:37][N:36]=4)=[CH:33][C:21]=3[N:20]=2)=[CH:17][CH:18]=1)[C:6]1[CH:11]=[CH:10][CH:9]=[CH:8][CH:7]=1, predict the reactants needed to synthesize it. The reactants are: [S:1](Cl)(Cl)=[O:2].[CH2:5]([O:12][C:13]1[CH:18]=[CH:17][C:16]([C:19]2[N:23]([CH:24]3[CH2:29][CH2:28][CH2:27][CH2:26][CH2:25]3)[C:22]3[CH:30]=[CH:31][C:32]([C:34](=[N:36][OH:37])[NH2:35])=[CH:33][C:21]=3[N:20]=2)=[CH:15][CH:14]=1)[C:6]1[CH:11]=[CH:10][CH:9]=[CH:8][CH:7]=1.N1C=CC=CC=1.